From a dataset of Full USPTO retrosynthesis dataset with 1.9M reactions from patents (1976-2016). Predict the reactants needed to synthesize the given product. (1) Given the product [CH3:29][N:30]([C:20](=[S:41])[C:19]1[CH:23]=[C:24]([O:27][CH3:28])[CH:25]=[CH:26][C:18]=1[O:17][CH3:16])[NH2:31], predict the reactants needed to synthesize it. The reactants are: C1CCC(N=C=NC2CCCCC2)CC1.[CH3:16][O:17][C:18]1[CH:26]=[CH:25][C:24]([O:27][CH3:28])=[CH:23][C:19]=1[C:20](O)=O.[CH3:29][NH:30][NH2:31].COC1C=CC(P2(SP(C3C=CC(OC)=CC=3)(=S)S2)=[S:41])=CC=1. (2) The reactants are: [C:1]([C:4]1[CH:9]=[CH:8][CH:7]=[CH:6][N:5]=1)(=[O:3])[CH3:2].[BrH:10].[Br:11]CC(C1C=NC=CC=1)=O. Given the product [BrH:11].[Br:10][CH2:2][C:1]([C:4]1[CH:9]=[CH:8][CH:7]=[CH:6][N:5]=1)=[O:3], predict the reactants needed to synthesize it. (3) Given the product [Cl:1][C:2]1[N:7]=[C:6]([CH3:8])[C:5]([NH:9]/[CH:25]=[CH:13]/[CH:14]([C:15]([O:17][CH2:18][CH3:19])=[O:16])[C:20]([O:22][CH2:23][CH3:24])=[O:21])=[CH:4][CH:3]=1, predict the reactants needed to synthesize it. The reactants are: [Cl:1][C:2]1[N:7]=[C:6]([CH3:8])[C:5]([NH2:9])=[CH:4][CH:3]=1.C(O[CH:13]=[C:14]([C:20]([O:22][CH2:23][CH3:24])=[O:21])[C:15]([O:17][CH2:18][CH3:19])=[O:16])C.[CH2:25]1CCCCC1. (4) Given the product [C:1]([C:3]1[CH:8]=[CH:7][C:6]([C:9]2[C:10]([CH2:22][CH2:23][C:24]([OH:26])=[O:25])=[CH:11][S:12][C:13]=2[C:14]2[CH:15]=[CH:16][C:17]([O:20][CH3:21])=[CH:18][CH:19]=2)=[C:5]([CH3:27])[CH:4]=1)(=[O:28])[NH2:2], predict the reactants needed to synthesize it. The reactants are: [C:1]([C:3]1[CH:8]=[CH:7][C:6]([C:9]2[C:10]([CH2:22][CH2:23][C:24]([OH:26])=[O:25])=[CH:11][S:12][C:13]=2[C:14]2[CH:19]=[CH:18][C:17]([O:20][CH3:21])=[CH:16][CH:15]=2)=[C:5]([CH3:27])[CH:4]=1)#[N:2].[OH-:28].[Na+].OO. (5) Given the product [CH3:1][N:2]([CH3:11])[C:3]1[CH:10]=[CH:9][C:6]([CH2:7][NH:19][C:18]2[CH:20]=[CH:21][C:15]([O:14][CH2:12][CH3:13])=[CH:16][CH:17]=2)=[CH:5][CH:4]=1, predict the reactants needed to synthesize it. The reactants are: [CH3:1][N:2]([CH3:11])[C:3]1[CH:10]=[CH:9][C:6]([CH:7]=O)=[CH:5][CH:4]=1.[CH2:12]([O:14][C:15]1[CH:21]=[CH:20][C:18]([NH2:19])=[CH:17][CH:16]=1)[CH3:13]. (6) Given the product [F:2][CH:3]1[CH2:8][CH2:7][N:6]([CH2:36][CH2:35][CH2:34][O:33][C:29]2[CH:28]=[C:27]3[C:32]([CH:23]([C:20]4[CH:19]=[CH:18][C:17]([O:16][CH3:15])=[CH:22][CH:21]=4)[CH2:24][N:25]([CH3:42])[CH2:26]3)=[CH:31][CH:30]=2)[CH2:5][CH2:4]1, predict the reactants needed to synthesize it. The reactants are: Cl.[F:2][CH:3]1[CH2:8][CH2:7][NH:6][CH2:5][CH2:4]1.CC(C)([O-])C.[Na+].[CH3:15][O:16][C:17]1[CH:22]=[CH:21][C:20]([CH:23]2[C:32]3[C:27](=[CH:28][C:29]([O:33][CH2:34][CH2:35][CH2:36]OS(C)(=O)=O)=[CH:30][CH:31]=3)[CH2:26][N:25]([CH3:42])[CH2:24]2)=[CH:19][CH:18]=1.C([O-])([O-])=O.[Na+].[Na+]. (7) Given the product [O:1]1[CH2:4][CH:3]([N:5]2[CH2:6][CH2:7][N:8]([C:11]3[CH:16]=[CH:15][C:14]([NH:17][C:18]4[N:23]=[CH:22][N:21]=[C:20]([C:24]5[CH:25]=[CH:26][C:27]([O:32][C@@H:33]6[CH2:37][CH2:36][N:35]([C:44]([C:41]7[NH:42][NH:43][C:39](=[O:38])[N:40]=7)=[O:45])[CH2:34]6)=[C:28]([CH:31]=5)[C:29]#[N:30])[N:19]=4)=[CH:13][CH:12]=3)[CH2:9][CH2:10]2)[CH2:2]1, predict the reactants needed to synthesize it. The reactants are: [O:1]1[CH2:4][CH:3]([N:5]2[CH2:10][CH2:9][N:8]([C:11]3[CH:16]=[CH:15][C:14]([NH:17][C:18]4[N:23]=[CH:22][N:21]=[C:20]([C:24]5[CH:25]=[CH:26][C:27]([O:32][C@@H:33]6[CH2:37][CH2:36][NH:35][CH2:34]6)=[C:28]([CH:31]=5)[C:29]#[N:30])[N:19]=4)=[CH:13][CH:12]=3)[CH2:7][CH2:6]2)[CH2:2]1.[O:38]=[C:39]1[NH:43][NH:42][C:41]([C:44](O)=[O:45])=[N:40]1. (8) Given the product [Cl:1][C:2]1[CH:7]=[CH:6][CH:5]=[CH:4][C:3]=1[S:8]([C@H:11]1[CH2:15][N:14]([C:33]([CH:30]2[CH2:31][CH2:32][N:29]2[CH:24]2[CH2:25][CH2:26][CH2:27][CH2:28]2)=[O:34])[C@H:13]([C:16]([NH:18][C:19]2([C:22]#[N:23])[CH2:21][CH2:20]2)=[O:17])[CH2:12]1)(=[O:10])=[O:9], predict the reactants needed to synthesize it. The reactants are: [Cl:1][C:2]1[CH:7]=[CH:6][CH:5]=[CH:4][C:3]=1[S:8]([C@H:11]1[CH2:15][NH:14][C@H:13]([C:16]([NH:18][C:19]2([C:22]#[N:23])[CH2:21][CH2:20]2)=[O:17])[CH2:12]1)(=[O:10])=[O:9].[CH:24]1([N:29]2[CH2:32][CH2:31][CH:30]2[C:33]([O-])=[O:34])[CH2:28][CH2:27][CH2:26][CH2:25]1.[Li+].